Dataset: Forward reaction prediction with 1.9M reactions from USPTO patents (1976-2016). Task: Predict the product of the given reaction. (1) Given the reactants [O:1]1[C:5]2[CH:6]=[CH:7][CH:8]=[CH:9][C:4]=2[N:3]=[C:2]1[C:10]1[C:11]([NH2:27])=[N:12][CH:13]=[C:14]([C:16]2[CH:17]=[N:18][N:19]([CH:21]3[CH2:26][CH2:25][NH:24][CH2:23][CH2:22]3)[CH:20]=2)[CH:15]=1.[C:28](O)(=O)C.C=O.C([BH3-])#N.[Na+], predict the reaction product. The product is: [O:1]1[C:5]2[CH:6]=[CH:7][CH:8]=[CH:9][C:4]=2[N:3]=[C:2]1[C:10]1[C:11]([NH2:27])=[N:12][CH:13]=[C:14]([C:16]2[CH:17]=[N:18][N:19]([CH:21]3[CH2:22][CH2:23][N:24]([CH3:28])[CH2:25][CH2:26]3)[CH:20]=2)[CH:15]=1. (2) Given the reactants [Cl:1][C:2]1[CH:7]=[CH:6][C:5]([C:8]2[CH:13]=[C:12]([CH:14]3[CH2:16][CH2:15]3)[N:11]3[N:17]=[CH:18][C:19](I)=[C:10]3[N:9]=2)=[CH:4][CH:3]=1.[C:21]([C:23]1[CH:24]=[N:25][C:26]([NH2:29])=[N:27][CH:28]=1)#[CH:22], predict the reaction product. The product is: [Cl:1][C:2]1[CH:7]=[CH:6][C:5]([C:8]2[CH:13]=[C:12]([CH:14]3[CH2:16][CH2:15]3)[N:11]3[N:17]=[CH:18][C:19]([C:22]#[C:21][C:23]4[CH:24]=[N:25][C:26]([NH2:29])=[N:27][CH:28]=4)=[C:10]3[N:9]=2)=[CH:4][CH:3]=1. (3) Given the reactants [C:1]([O:5][C:6]([N:8]1[CH2:13][CH2:12][CH:11]([NH:14][C:15]2[CH:20]=[CH:19][C:18]([S:21]([CH3:24])(=[O:23])=[O:22])=[CH:17][C:16]=2[NH2:25])[CH2:10][CH2:9]1)=[O:7])([CH3:4])([CH3:3])[CH3:2].[C:26](N1C=CN=C1)(N1C=CN=C1)=[O:27].O, predict the reaction product. The product is: [CH3:24][S:21]([C:18]1[CH:19]=[CH:20][C:15]2[N:14]([CH:11]3[CH2:10][CH2:9][N:8]([C:6]([O:5][C:1]([CH3:4])([CH3:3])[CH3:2])=[O:7])[CH2:13][CH2:12]3)[C:26](=[O:27])[NH:25][C:16]=2[CH:17]=1)(=[O:23])=[O:22]. (4) Given the reactants [Br:1][C:2]1[CH:3]=[C:4]2[C:9](=[CH:10][CH:11]=1)[N:8]=[C:7](Cl)[N:6]=[C:5]2[C:13]1[CH:18]=[CH:17][N:16]=[CH:15][CH:14]=1.Cl.[CH2:20]([CH2:22][NH2:23])[OH:21], predict the reaction product. The product is: [Br:1][C:2]1[CH:3]=[C:4]2[C:9](=[CH:10][CH:11]=1)[N:8]=[C:7]([NH:23][CH2:22][CH2:20][OH:21])[N:6]=[C:5]2[C:13]1[CH:18]=[CH:17][N:16]=[CH:15][CH:14]=1.